From a dataset of Forward reaction prediction with 1.9M reactions from USPTO patents (1976-2016). Predict the product of the given reaction. (1) Given the reactants [Br:1][C:2]1[C:10]([F:11])=[CH:9][CH:8]=[C:7]2[C:3]=1[C:4]([NH2:12])=[N:5][NH:6]2.CC1(C)OC(=O)[CH:17]([C:21]([CH:23]2[CH2:28][CH2:27][N:26]([C:29]([O:31][C:32]([CH3:35])([CH3:34])[CH3:33])=[O:30])[CH2:25][CH2:24]2)=O)[C:16](=O)[O:15]1.P([O-])([O-])([O-])=O.[K+].[K+].[K+], predict the reaction product. The product is: [Br:1][C:2]1[C:3]2[C:7]([CH:8]=[CH:9][C:10]=1[F:11])=[N:6][N:5]1[C:21]([CH:23]3[CH2:28][CH2:27][N:26]([C:29]([O:31][C:32]([CH3:35])([CH3:34])[CH3:33])=[O:30])[CH2:25][CH2:24]3)=[CH:17][C:16](=[O:15])[NH:12][C:4]=21. (2) The product is: [CH3:1][O:2][C:3](=[O:32])[C:4]1[CH:9]=[CH:8][C:7]([CH2:10][N:11]2[CH:15]=[C:14]([C:16]3[CH:21]=[CH:20][C:19]([Cl:22])=[CH:18][C:17]=3[Cl:23])[N:13]=[C:12]2[CH2:24][C:25]2[CH:30]=[CH:29][C:28]([C:41]3[CH:40]=[CH:39][CH:38]=[C:37]([S:34]([CH3:33])(=[O:36])=[O:35])[CH:42]=3)=[CH:27][CH:26]=2)=[CH:6][CH:5]=1. Given the reactants [CH3:1][O:2][C:3](=[O:32])[C:4]1[CH:9]=[CH:8][C:7]([CH2:10][N:11]2[CH:15]=[C:14]([C:16]3[CH:21]=[CH:20][C:19]([Cl:22])=[CH:18][C:17]=3[Cl:23])[N:13]=[C:12]2[CH2:24][C:25]2[CH:30]=[CH:29][C:28](Br)=[CH:27][CH:26]=2)=[CH:6][CH:5]=1.[CH3:33][S:34]([C:37]1[CH:38]=[C:39](B(O)O)[CH:40]=[CH:41][CH:42]=1)(=[O:36])=[O:35], predict the reaction product. (3) Given the reactants [BH4-].[Na+].[Cl:3][C:4]1[CH:5]=[C:6]2[C:14](=[O:15])[C:13]3[CH:16]=[C:17]([C:20](=[O:24])[CH:21]([F:23])[F:22])[CH:18]=[CH:19][C:12]=3[CH:11]=[CH:10][C:7]2=[N:8][CH:9]=1, predict the reaction product. The product is: [Cl:3][C:4]1[CH:5]=[C:6]2[CH:14]([OH:15])[C:13]3[CH:16]=[C:17]([CH:20]([OH:24])[CH:21]([F:22])[F:23])[CH:18]=[CH:19][C:12]=3[CH:11]=[CH:10][C:7]2=[N:8][CH:9]=1.